From a dataset of Forward reaction prediction with 1.9M reactions from USPTO patents (1976-2016). Predict the product of the given reaction. (1) Given the reactants [CH2:1]([NH:3][C:4]1[CH:11]=[C:10]([C:12]([F:15])([F:14])[F:13])[CH:9]=[CH:8][C:5]=1[CH:6]=O)[CH3:2].C1(P(=[CH:35][C:36]([O:38][CH3:39])=[O:37])(C2C=CC=CC=2)C2C=CC=CC=2)C=CC=CC=1, predict the reaction product. The product is: [CH3:39][O:38][C:36](=[O:37])[CH:35]=[CH:6][C:5]1[CH:8]=[CH:9][C:10]([C:12]([F:15])([F:14])[F:13])=[CH:11][C:4]=1[NH:3][CH2:1][CH3:2]. (2) Given the reactants Br[CH2:2][C:3]1[CH:8]=[C:7]([C:9]([F:12])([F:11])F)[CH:6]=[C:5]([O:13][CH3:14])[CH:4]=1.[Cl:15][C:16]1[CH:21]=[C:20]([S:22][CH3:23])[CH:19]=[CH:18][C:17]=1B(O)O.[F-:27].[Cs+].C1C=C(Cl)C=C(C(OO)=[O:37])C=1.[OH2:40], predict the reaction product. The product is: [Cl:15][C:16]1[CH:21]=[C:20]([S:22]([CH3:23])(=[O:37])=[O:40])[CH:19]=[CH:18][C:17]=1[CH2:2][C:3]1[CH:8]=[C:7]([C:9]([F:11])([F:12])[F:27])[CH:6]=[C:5]([O:13][CH3:14])[CH:4]=1.